Dataset: Full USPTO retrosynthesis dataset with 1.9M reactions from patents (1976-2016). Task: Predict the reactants needed to synthesize the given product. (1) Given the product [Cl:9][C:7]1[CH:6]=[CH:5][C:3]([NH:4][S:20]([C:17]2[CH:18]=[CH:19][C:14]([CH:12]([CH3:13])[CH3:11])=[CH:15][CH:16]=2)(=[O:22])=[O:21])=[C:2]([I:1])[CH:8]=1, predict the reactants needed to synthesize it. The reactants are: [I:1][C:2]1[CH:8]=[C:7]([Cl:9])[CH:6]=[CH:5][C:3]=1[NH2:4].[Cl-].[CH3:11][CH:12]([C:14]1[CH:19]=[CH:18][C:17]([S:20](N)(=[O:22])=[O:21])=[CH:16][CH:15]=1)[CH3:13]. (2) Given the product [Cl:1][C:2]1[CH:7]=[CH:6][CH:5]=[CH:4][C:3]=1[C@H:8]([N:12]1[CH2:17][CH2:16][C:15]2[S:18][CH:19]=[CH:20][C:14]=2[CH2:13]1)[C:9]([O:27][CH3:26])=[O:10], predict the reactants needed to synthesize it. The reactants are: [Cl:1][C:2]1[CH:7]=[CH:6][CH:5]=[CH:4][C:3]=1[CH:8]([N:12]1[CH2:17][CH2:16][C:15]2[S:18][CH:19]=[CH:20][C:14]=2[CH2:13]1)[C:9](N)=[O:10].OS(O)(=O)=O.[C:26](=O)([O-])[O-:27].[Na+].[Na+]. (3) Given the product [Cl:1][C:2]1[CH:3]=[C:4]([C:9]2[N:14]=[C:13]([CH3:15])[N:12]=[C:11]([S:19][CH2:20][C:21]([NH2:23])=[O:22])[C:10]=2[C:17]#[N:18])[CH:5]=[CH:6][C:7]=1[Cl:8], predict the reactants needed to synthesize it. The reactants are: [Cl:1][C:2]1[CH:3]=[C:4]([C:9]2[N:14]=[C:13]([CH3:15])[N:12]=[C:11](Cl)[C:10]=2[C:17]#[N:18])[CH:5]=[CH:6][C:7]=1[Cl:8].[SH:19][CH2:20][C:21]([NH2:23])=[O:22].C(N(C(C)C)CC)(C)C. (4) Given the product [CH3:1][C:2]1([CH3:33])[NH:3][CH2:4][CH2:5][N:6]([CH2:8][C:9]2[CH:14]=[CH:13][C:12]([N:15]3[CH2:16][CH2:17][O:18][CH2:19][CH2:20]3)=[CH:11][C:10]=2[O:21][C:22]([F:25])([F:23])[F:24])[CH2:7]1, predict the reactants needed to synthesize it. The reactants are: [CH3:1][C:2]1([CH3:33])[CH2:7][N:6]([CH2:8][C:9]2[CH:14]=[CH:13][C:12]([N:15]3[CH2:20][CH2:19][O:18][CH2:17][CH2:16]3)=[CH:11][C:10]=2[O:21][C:22]([F:25])([F:24])[F:23])[CH2:5][CH2:4][N:3]1C(OC(C)(C)C)=O.FC(F)(F)C(O)=O. (5) Given the product [CH2:13]([O:9][C:8]1[C:3]([C:2]([F:1])([F:10])[F:11])=[N:4][CH:5]=[CH:6][CH:7]=1)[C:14]1[CH:19]=[CH:18][CH:17]=[CH:16][CH:15]=1, predict the reactants needed to synthesize it. The reactants are: [F:1][C:2]([F:11])([F:10])[C:3]1[C:8]([OH:9])=[CH:7][CH:6]=[CH:5][N:4]=1.Br[CH2:13][C:14]1[CH:19]=[CH:18][CH:17]=[CH:16][CH:15]=1.C([O-])([O-])=O.[K+].[K+].O. (6) Given the product [Cl:1][C:2]1[C:3]([F:28])=[C:4]([NH:8][C:9]2[C:18]3[C:13](=[CH:14][C:15]([O:26][CH3:27])=[C:16]([CH2:19][N:20]([CH2:21][CH2:22][N:23]([CH3:24])[CH3:25])[C@H:34]([C:32]([OH:33])=[O:31])[CH3:35])[CH:17]=3)[N:12]=[CH:11][N:10]=2)[CH:5]=[CH:6][CH:7]=1, predict the reactants needed to synthesize it. The reactants are: [Cl:1][C:2]1[C:3]([F:28])=[C:4]([NH:8][C:9]2[C:18]3[C:13](=[CH:14][C:15]([O:26][CH3:27])=[C:16]([CH2:19][NH:20][CH2:21][CH2:22][N:23]([CH3:25])[CH3:24])[CH:17]=3)[N:12]=[CH:11][N:10]=2)[CH:5]=[CH:6][CH:7]=1.CC[O:31][C:32]([C@H:34](OS(C(F)(F)F)(=O)=O)[CH3:35])=[O:33]. (7) Given the product [CH2:25]([N:32]1[CH2:37][CH2:36][O:35][CH:34]([CH:38]=[CH:39][C:2]2[CH:3]=[C:4]([CH:21]=[C:22]([Cl:24])[CH:23]=2)[CH2:5][O:6][C:7]2[CH:12]=[CH:11][CH:10]=[CH:9][C:8]=2[CH2:13][C:14]([O:16][C:17]([CH3:20])([CH3:19])[CH3:18])=[O:15])[CH2:33]1)[C:26]1[CH:27]=[CH:28][CH:29]=[CH:30][CH:31]=1, predict the reactants needed to synthesize it. The reactants are: Br[C:2]1[CH:3]=[C:4]([CH:21]=[C:22]([Cl:24])[CH:23]=1)[CH2:5][O:6][C:7]1[CH:12]=[CH:11][CH:10]=[CH:9][C:8]=1[CH2:13][C:14]([O:16][C:17]([CH3:20])([CH3:19])[CH3:18])=[O:15].[CH2:25]([N:32]1[CH2:37][CH2:36][O:35][CH:34]([CH:38]=[CH2:39])[CH2:33]1)[C:26]1[CH:31]=[CH:30][CH:29]=[CH:28][CH:27]=1.C1(C)C=CC=CC=1P(C1C=CC=CC=1C)C1C=CC=CC=1C.C(N(CC)CC)C. (8) Given the product [CH3:14][C:13]1([CH3:15])[CH2:12][C:11]([C:4]2[CH:5]=[C:6]([O:9][CH3:10])[CH:7]=[CH:8][C:3]=2[O:2][CH3:1])([C:17]2[CH:18]=[CH:19][CH:20]=[CH:21][CH:22]=2)[CH2:16]1, predict the reactants needed to synthesize it. The reactants are: [CH3:1][O:2][C:3]1[CH:8]=[CH:7][C:6]([O:9][CH3:10])=[CH:5][C:4]=1[C:11]1([C:17]2[CH:22]=[CH:21][CH:20]=[CH:19][CH:18]=2)[CH2:16][C:13]2([CH2:15][CH2:14]2)[CH2:12]1.